This data is from Peptide-MHC class II binding affinity with 134,281 pairs from IEDB. The task is: Regression. Given a peptide amino acid sequence and an MHC pseudo amino acid sequence, predict their binding affinity value. This is MHC class II binding data. (1) The peptide sequence is GGTEIKYNGEEYLIL. The MHC is HLA-DPA10103-DPB10401 with pseudo-sequence HLA-DPA10103-DPB10401. The binding affinity (normalized) is 0.803. (2) The peptide sequence is VVIEELFNRIPETSV. The MHC is HLA-DPA10103-DPB10301 with pseudo-sequence HLA-DPA10103-DPB10301. The binding affinity (normalized) is 0.339. (3) The peptide sequence is SLPLFTGQASFDLAA. The MHC is DRB1_0101 with pseudo-sequence DRB1_0101. The binding affinity (normalized) is 1.00. (4) The peptide sequence is GAATVAAGAATTAAG. The MHC is DRB1_0901 with pseudo-sequence DRB1_0901. The binding affinity (normalized) is 0.333. (5) The peptide sequence is FLPVFLAQPPSGQRR. The MHC is HLA-DPA10103-DPB10401 with pseudo-sequence HLA-DPA10103-DPB10401. The binding affinity (normalized) is 0.537. (6) The peptide sequence is KKPLRPRWCDERVSS. The MHC is DRB1_0301 with pseudo-sequence DRB1_0301. The binding affinity (normalized) is 0.472. (7) The peptide sequence is AYGRGIRYDERPEQL. The MHC is HLA-DPA10103-DPB10401 with pseudo-sequence HLA-DPA10103-DPB10401. The binding affinity (normalized) is 0.267. (8) The peptide sequence is KEANSTKEPHCALLD. The MHC is DRB1_0101 with pseudo-sequence DRB1_0101. The binding affinity (normalized) is 0.0805. (9) The peptide sequence is LFGGLNWITKVIMGA. The MHC is DRB1_0405 with pseudo-sequence DRB1_0405. The binding affinity (normalized) is 0.152.